This data is from Drug-target binding data from BindingDB using IC50 measurements. The task is: Regression. Given a target protein amino acid sequence and a drug SMILES string, predict the binding affinity score between them. We predict pIC50 (pIC50 = -log10(IC50 in M); higher means more potent). Dataset: bindingdb_ic50. (1) The small molecule is CC(C)Oc1cc2[nH]ncc2cc1Nc1ncnc2sc(C(=O)N3CCCCC3)nc12. The target protein sequence is MVSSQKLEKPIEMGSSEPLPIADGDRRRKKKRRGRATDSLPGKFEDMYKLTSELLGEGAYAKVQGAVSLQNGKEYAVKIIEKQAGHSRSRVFREVETLYQCQGNKNILELIEFFEDDTRFYLVFEKLQGGSILAHIQKQKHFNEREASRVVRDVAAALDFLHTKGIAHRDLKPENILCESPEKVSPVKICDFDLGSGMKLNNSCTPITTPELTTPCGSAEYMAPEVVEVFTDQATFYDKRCDLWSLGVVLYIMLSGYPPFVGHCGADCGWDRGEVCRVCQNKLFESIQEGKYEFPDKDWAHISSEAKDLISKLLVRDAKQRLSAAQVLQHPWVQGQAPEKGLPDPQVLQRNSSTMDLTLFAAEAIALNRQLSQHEENELAEEPEALADGLCSMKLSPPCKSRLARRRALAQAGRGEDRSPPTAL. The pIC50 is 7.0. (2) The drug is Cc1cc(Nc2cc(F)c(C(F)(F)F)c(F)c2)n2ncnc2n1. The target protein (O35435) has sequence MAWRQLRKRALDAAIILGGGGLLFTSYLTATGDDHFYAEYLMPALQRLLDPESAHRLAVRVISLGLLPRATFQDSNMLEVRVLGHKFRNPVGIAAGFDKHGEAVDGLYKLGFGFVEVGSVTPQPQEGNPRPRVFRLPEDQAVINRYGFNSHGLSAVEHRLRARQQKQTQLTTDGLPLGINLGKNKTSVDAAADYVEGVRILGPLADYLVVNVSSPNTAGLRSLQGKTELRRLLSKVLQERDALKGPQKPAVLVKIAPDLTAQDKEDIASVARELGIDGLIITNTTVSRPVGLQGALRSETGGLSGKPLRDLSTQTIREMYALTQGTIPIIGVGGVSSGQDALEKIQAGASLVQLYTALTFLGPPVVARVKRELEALLKERGFNTVTDAIGVDHRR. The pIC50 is 4.5.